Dataset: Forward reaction prediction with 1.9M reactions from USPTO patents (1976-2016). Task: Predict the product of the given reaction. (1) Given the reactants O=[C:2]1[CH2:7][CH2:6][CH2:5][C:4]([NH:8][CH2:9][C:10]([O:12][CH2:13][CH3:14])=[O:11])=[CH:3]1.C(Cl)(=O)C([Cl:18])=O, predict the reaction product. The product is: [Cl:18][C:2]1[CH:3]=[C:4]([NH:8][CH2:9][C:10]([O:12][CH2:13][CH3:14])=[O:11])[CH2:5][CH2:6][CH:7]=1. (2) Given the reactants [Br:1][C:2]1[CH:3]=[C:4]([CH:7]=[CH:8][CH:9]=1)[CH2:5][OH:6].[H-].[Na+].[CH3:12][O:13][CH2:14]Cl, predict the reaction product. The product is: [Br:1][C:2]1[CH:9]=[CH:8][CH:7]=[C:4]([CH2:5][O:6][CH2:12][O:13][CH3:14])[CH:3]=1. (3) Given the reactants [Cl:1][C:2]1[CH:7]=[C:6]([Cl:8])[CH:5]=[CH:4][C:3]=1[C:9]1[C:14]([CH2:15][OH:16])=[CH:13][N:12]=[C:11]([NH:17][CH2:18][CH2:19][NH:20][C:21]([O:23][C:24]([CH3:27])([CH3:26])[CH3:25])=[O:22])[N:10]=1.C(Cl)(=O)C(Cl)=O.CS(C)=O.C(N(CC)CC)C, predict the reaction product. The product is: [Cl:1][C:2]1[CH:7]=[C:6]([Cl:8])[CH:5]=[CH:4][C:3]=1[C:9]1[C:14]([CH:15]=[O:16])=[CH:13][N:12]=[C:11]([NH:17][CH2:18][CH2:19][NH:20][C:21]([O:23][C:24]([CH3:27])([CH3:26])[CH3:25])=[O:22])[N:10]=1. (4) Given the reactants [C:1]([O-:10])(=O)[C:2]1[C:3](=[CH:5][CH:6]=[CH:7][CH:8]=1)[NH2:4].[NH4+:11].C([O-])([O-])OC.[CH3:17]O, predict the reaction product. The product is: [N:4]1[C:3]2[C:2](=[CH:8][CH:7]=[CH:6][CH:5]=2)[C:1](=[O:10])[NH:11][CH:17]=1. (5) The product is: [CH3:1][C:2]1[CH:7]=[C:6]([N+:8]([O-:10])=[O:9])[CH:5]=[CH:4][C:3]=1[N:11]=[C:12]1[NH:16][C:15]([CH3:18])([CH3:17])[CH2:14][S:13]1.[BrH:22].[CH3:1][C:2]1[CH:7]=[C:6]([N+:8]([O-:10])=[O:9])[CH:5]=[CH:4][C:3]=1[N:11]=[C:12]1[N:16]([CH2:21][C:20]([CH3:23])=[CH2:19])[C:15]([CH3:18])([CH3:17])[CH2:14][S:13]1. Given the reactants [CH3:1][C:2]1[CH:7]=[C:6]([N+:8]([O-:10])=[O:9])[CH:5]=[CH:4][C:3]=1[N:11]=[C:12]1[NH:16][C:15]([CH3:18])([CH3:17])[CH2:14][S:13]1.[CH3:19][C:20](=[CH2:23])[CH2:21][Br:22], predict the reaction product. (6) Given the reactants [Br:1][C:2]1[CH:7]=[C:6]([N+:8]([O-:10])=[O:9])[C:5]([S:11][C:12](=[O:16])[N:13]([CH3:15])[CH3:14])=[C:4]([CH2:17]O)[CH:3]=1.C1(P(C2C=CC=CC=2)C2C=CC=CC=2)C=CC=CC=1.[CH2:38]([O:40][C:41](=[O:57])[CH2:42][C@@H:43]([N:47]1[C:51]2[CH:52]=[CH:53][CH:54]=[CH:55][C:50]=2[NH:49][C:48]1=[O:56])[CH2:44][CH2:45][CH3:46])[CH3:39].N#N.CC(OC(/N=N/C(OC(C)C)=O)=O)C, predict the reaction product. The product is: [CH2:38]([O:40][C:41](=[O:57])[CH2:42][C@@H:43]([N:47]1[C:51]2[CH:52]=[CH:53][CH:54]=[CH:55][C:50]=2[N:49]([CH2:17][C:4]2[CH:3]=[C:2]([Br:1])[CH:7]=[C:6]([N+:8]([O-:10])=[O:9])[C:5]=2[S:11][C:12](=[O:16])[N:13]([CH3:14])[CH3:15])[C:48]1=[O:56])[CH2:44][CH2:45][CH3:46])[CH3:39].